From a dataset of Catalyst prediction with 721,799 reactions and 888 catalyst types from USPTO. Predict which catalyst facilitates the given reaction. (1) Reactant: [CH3:1][O:2][C:3](=[O:48])[CH2:4][CH2:5][CH2:6][C:7]1[CH:12]=[CH:11][CH:10]=[C:9]([CH:13]2[C:17](=[O:18])[CH2:16][CH:15]([O:19][Si:20]([C:23]([CH3:26])([CH3:25])[CH3:24])([CH3:22])[CH3:21])[CH:14]2[CH:27]=[CH:28][CH:29]([O:36][Si:37]([C:40]([CH3:43])([CH3:42])[CH3:41])([CH3:39])[CH3:38])[CH:30]([CH3:35])[CH2:31][C:32]#[C:33][CH3:34])[C:8]=1[O:44][CH2:45][O:46][CH3:47].CCC(C)[BH-](C(C)CC)C(C)CC.[Li+].OO. Product: [CH3:1][O:2][C:3](=[O:48])[CH2:4][CH2:5][CH2:6][C:7]1[CH:12]=[CH:11][CH:10]=[C:9]([CH:13]2[CH:17]([OH:18])[CH2:16][CH:15]([O:19][Si:20]([C:23]([CH3:26])([CH3:25])[CH3:24])([CH3:22])[CH3:21])[CH:14]2[CH:27]=[CH:28][CH:29]([O:36][Si:37]([C:40]([CH3:43])([CH3:42])[CH3:41])([CH3:39])[CH3:38])[CH:30]([CH3:35])[CH2:31][C:32]#[C:33][CH3:34])[C:8]=1[O:44][CH2:45][O:46][CH3:47]. The catalyst class is: 1. (2) Reactant: [CH:1]([CH:3]1[CH2:5][CH:4]1[C:6]([O:8][CH2:9][CH3:10])=[O:7])=[O:2].[BH4-].[Na+].O.CCOC(C)=O. Product: [CH2:9]([O:8][C:6]([CH:4]1[CH2:5][CH:3]1[CH2:1][OH:2])=[O:7])[CH3:10]. The catalyst class is: 5.